Dataset: Catalyst prediction with 721,799 reactions and 888 catalyst types from USPTO. Task: Predict which catalyst facilitates the given reaction. Reactant: [OH:1][C:2]1[CH:3]=[N:4][CH:5]=[CH:6][CH:7]=1.C(=O)([O-])[O-].[K+].[K+].CN(C)C=O.F[C:20]1[CH:21]=[C:22]([O:30][C:31]2[CH:36]=[CH:35][CH:34]=[CH:33][C:32]=2[O:37][CH3:38])[C:23]([N+:27]([O-:29])=[O:28])=[C:24]([CH:26]=1)[NH2:25]. Product: [CH3:38][O:37][C:32]1[CH:33]=[CH:34][CH:35]=[CH:36][C:31]=1[O:30][C:22]1[C:23]([N+:27]([O-:29])=[O:28])=[C:24]([CH:26]=[C:20]([O:1][C:2]2[CH:3]=[N:4][CH:5]=[CH:6][CH:7]=2)[CH:21]=1)[NH2:25]. The catalyst class is: 13.